The task is: Predict the reactants needed to synthesize the given product.. This data is from Full USPTO retrosynthesis dataset with 1.9M reactions from patents (1976-2016). (1) The reactants are: [C:1]([O:5][C:6](=[O:52])[C:7]1[CH:12]=[CH:11][CH:10]=[C:9]([CH2:13][CH:14]([NH:28][C:29](=[O:49])[CH2:30][CH:31]2[CH2:36][CH2:35][CH:34]([CH2:37][NH:38]C(OCC3C=CC=CC=3)=O)[CH2:33][CH2:32]2)[B:15]2[O:23][CH:22]3[C:17]([CH3:27])([CH:18]4[CH2:24][CH:20]([CH2:21]3)[C:19]4([CH3:26])[CH3:25])[O:16]2)[C:8]=1[O:50][CH3:51])([CH3:4])([CH3:3])[CH3:2]. Given the product [C:1]([O:5][C:6](=[O:52])[C:7]1[CH:12]=[CH:11][CH:10]=[C:9]([CH2:13][CH:14]([NH:28][C:29](=[O:49])[CH2:30][CH:31]2[CH2:32][CH2:33][CH:34]([CH2:37][NH2:38])[CH2:35][CH2:36]2)[B:15]2[O:23][CH:22]3[C:17]([CH3:27])([CH:18]4[CH2:24][CH:20]([CH2:21]3)[C:19]4([CH3:25])[CH3:26])[O:16]2)[C:8]=1[O:50][CH3:51])([CH3:2])([CH3:3])[CH3:4], predict the reactants needed to synthesize it. (2) Given the product [Cl:20][C:21]1[N:22]=[CH:23][N:24]=[C:25]([C:9]2[CH:8]=[C:5]([CH:4]=[C:3]([O:2][CH3:1])[CH:10]=2)[C:6]#[N:7])[CH:26]=1, predict the reactants needed to synthesize it. The reactants are: [CH3:1][O:2][C:3]1[CH:4]=[C:5]([CH:8]=[C:9](B2OC(C)(C)C(C)(C)O2)[CH:10]=1)[C:6]#[N:7].[Cl:20][C:21]1[CH:26]=[C:25](Cl)[N:24]=[CH:23][N:22]=1. (3) The reactants are: [CH3:1][C:2]1[C:10]([CH3:11])=[CH:9][CH:8]=[CH:7][C:3]=1[C:4]([OH:6])=O.[F:12][C:13]1[CH:18]=[CH:17][C:16]([CH:19]([N:22]2[CH2:27][CH2:26][O:25][CH2:24][CH2:23]2)[CH2:20][NH2:21])=[CH:15][CH:14]=1. Given the product [F:12][C:13]1[CH:18]=[CH:17][C:16]([CH:19]([N:22]2[CH2:23][CH2:24][O:25][CH2:26][CH2:27]2)[CH2:20][NH:21][C:4](=[O:6])[C:3]2[CH:7]=[CH:8][CH:9]=[C:10]([CH3:11])[C:2]=2[CH3:1])=[CH:15][CH:14]=1, predict the reactants needed to synthesize it. (4) Given the product [C:8]1([S:7]([C:1]2[CH:2]=[CH:3][CH:4]=[CH:5][CH:6]=2)(=[O:16])=[O:32])[CH:9]=[CH:10][CH:11]=[CH:12][CH:13]=1, predict the reactants needed to synthesize it. The reactants are: [C:1]1([S:7][C:8]2[CH:13]=[CH:12][CH:11]=[CH:10][CH:9]=2)[CH:6]=[CH:5][CH:4]=[CH:3][CH:2]=1.N1C(=O)NC(=O)NC1=[O:16].Cl[O-].[Na+].S([O-])([O-])=O.[Na+].[Na+].[OH2:32]. (5) Given the product [CH3:1][C:2]1[CH:3]=[CH:4][C:5]([N:11]2[N:15]=[CH:14][CH:13]=[N:12]2)=[C:6]([CH:10]=1)[C:7]([Cl:24])=[O:8], predict the reactants needed to synthesize it. The reactants are: [CH3:1][C:2]1[CH:3]=[CH:4][C:5]([N:11]2[N:15]=[CH:14][CH:13]=[N:12]2)=[C:6]([CH:10]=1)[C:7](O)=[O:8].CN(C=O)C.C(Cl)(=O)C([Cl:24])=O. (6) Given the product [Br:26][C:27]1[N:32]2[N:33]=[CH:34][N:35]=[C:31]2[C:30]([NH:25][C:22]2[CH:21]=[CH:20][C:19]([CH:16]3[CH2:15][CH2:14][N:13]([CH:10]([CH3:12])[CH3:11])[CH2:18][CH2:17]3)=[CH:24][CH:23]=2)=[N:29][CH:28]=1, predict the reactants needed to synthesize it. The reactants are: C(N(CC)C(C)C)(C)C.[CH:10]([N:13]1[CH2:18][CH2:17][CH:16]([C:19]2[CH:24]=[CH:23][C:22]([NH2:25])=[CH:21][CH:20]=2)[CH2:15][CH2:14]1)([CH3:12])[CH3:11].[Br:26][C:27]1[N:32]2[N:33]=[CH:34][N:35]=[C:31]2[C:30](Br)=[N:29][CH:28]=1. (7) Given the product [CH:12]1([NH:11][C:8]2[CH:9]=[CH:10][C:5]([C:3]([OH:4])=[O:2])=[N:6][C:7]=2[O:15][CH2:16][CH:17]2[CH2:19][CH2:18]2)[CH2:13][CH2:14]1, predict the reactants needed to synthesize it. The reactants are: C[O:2][C:3]([C:5]1[CH:10]=[CH:9][C:8]([NH:11][CH:12]2[CH2:14][CH2:13]2)=[C:7]([O:15][CH2:16][CH:17]2[CH2:19][CH2:18]2)[N:6]=1)=[O:4].[OH-].[Na+].